From a dataset of Catalyst prediction with 721,799 reactions and 888 catalyst types from USPTO. Predict which catalyst facilitates the given reaction. (1) Reactant: CC(C[AlH]CC(C)C)C.[C:10]1([C:16]2[S:20][C:19]3=[N:21][C:22]([C:24](OCC)=[O:25])=[CH:23][N:18]3[N:17]=2)[CH:15]=[CH:14][CH:13]=[CH:12][CH:11]=1. Product: [C:10]1([C:16]2[S:20][C:19]3=[N:21][C:22]([CH2:24][OH:25])=[CH:23][N:18]3[N:17]=2)[CH:11]=[CH:12][CH:13]=[CH:14][CH:15]=1. The catalyst class is: 34. (2) Reactant: Cl[C:2]1[NH:7][C:6](=[O:8])[N:5]([CH3:9])[C:4](=[O:10])[CH:3]=1.[NH2:11][NH2:12]. Product: [NH:11]([C:2]1[NH:7][C:6](=[O:8])[N:5]([CH3:9])[C:4](=[O:10])[CH:3]=1)[NH2:12]. The catalyst class is: 8.